From a dataset of Full USPTO retrosynthesis dataset with 1.9M reactions from patents (1976-2016). Predict the reactants needed to synthesize the given product. Given the product [N:3]1([C:9]2[CH:10]=[C:11]([CH:14]=[CH:15][C:16]=2[O:17][CH2:18][CH:19]([CH3:21])[CH3:20])[C:12]#[N:13])[CH:7]=[CH:6][N:5]=[CH:4]1, predict the reactants needed to synthesize it. The reactants are: [H-].[Na+].[NH:3]1[CH:7]=[CH:6][N:5]=[CH:4]1.F[C:9]1[CH:10]=[C:11]([CH:14]=[CH:15][C:16]=1[O:17][CH2:18][CH:19]([CH3:21])[CH3:20])[C:12]#[N:13].O.